This data is from NCI-60 drug combinations with 297,098 pairs across 59 cell lines. The task is: Regression. Given two drug SMILES strings and cell line genomic features, predict the synergy score measuring deviation from expected non-interaction effect. (1) Drug 1: C1=C(C(=O)NC(=O)N1)N(CCCl)CCCl. Drug 2: CC(C)(C#N)C1=CC(=CC(=C1)CN2C=NC=N2)C(C)(C)C#N. Cell line: OVCAR3. Synergy scores: CSS=3.31, Synergy_ZIP=-8.27, Synergy_Bliss=-5.83, Synergy_Loewe=-5.86, Synergy_HSA=-5.57. (2) Drug 1: C1CCC(C(C1)N)N.C(=O)(C(=O)[O-])[O-].[Pt+4]. Drug 2: CC1C(C(CC(O1)OC2CC(CC3=C2C(=C4C(=C3O)C(=O)C5=CC=CC=C5C4=O)O)(C(=O)C)O)N)O. Cell line: SNB-19. Synergy scores: CSS=32.6, Synergy_ZIP=-5.70, Synergy_Bliss=-7.58, Synergy_Loewe=-18.4, Synergy_HSA=-4.55.